From a dataset of Reaction yield outcomes from USPTO patents with 853,638 reactions. Predict the reaction yield, written as a fraction of the theoretical maximum amount of product (1.0 means a 100% yield; for example, 0.34 means a 34% yield). (1) The reactants are [N:1]1([C:10]2[S:14][C:13]([C:15]([O:17]C)=O)=[C:12]([O:19][CH2:20][C:21]3[CH:26]=[CH:25][CH:24]=[C:23]([CH3:27])[CH:22]=3)[CH:11]=2)[C:5]2[CH:6]=[CH:7][CH:8]=[CH:9][C:4]=2[N:3]=[CH:2]1.[NH3:28]. No catalyst specified. The product is [N:1]1([C:10]2[S:14][C:13]([C:15]([NH2:28])=[O:17])=[C:12]([O:19][CH2:20][C:21]3[CH:26]=[CH:25][CH:24]=[C:23]([CH3:27])[CH:22]=3)[CH:11]=2)[C:5]2[CH:6]=[CH:7][CH:8]=[CH:9][C:4]=2[N:3]=[CH:2]1. The yield is 0.170. (2) The reactants are [C:1]1(B(O)O)[CH:6]=[CH:5][CH:4]=[CH:3][CH:2]=1.[C:10]([C:12]1[CH:17]=[CH:16][C:15]([NH:18][CH:19]([C:25]2[CH:30]=[C:29]([OH:31])[CH:28]=[C:27]([CH2:32][CH3:33])[CH:26]=2)[C:20]([O:22][CH2:23][CH3:24])=[O:21])=[CH:14][CH:13]=1)#[N:11].N1C=CC=CC=1. The catalyst is C(Cl)Cl.C([O-])(=O)C.[Cu+2].C([O-])(=O)C. The product is [C:10]([C:12]1[CH:17]=[CH:16][C:15]([NH:18][CH:19]([C:25]2[CH:30]=[C:29]([O:31][C:1]3[CH:6]=[CH:5][CH:4]=[CH:3][CH:2]=3)[CH:28]=[C:27]([CH2:32][CH3:33])[CH:26]=2)[C:20]([O:22][CH2:23][CH3:24])=[O:21])=[CH:14][CH:13]=1)#[N:11]. The yield is 0.810. (3) The reactants are [Br:1][C:2]1[CH:7]=[CH:6][C:5]2[C:8]3[C:13]([C:14]4([CH2:19][CH2:18][NH:17][CH2:16][CH2:15]4)[C:4]=2[CH:3]=1)=[CH:12][C:11]([Br:20])=[CH:10][CH:9]=3.Cl[C:22]([O:24][CH3:25])=[O:23].CCN(CC)CC. The catalyst is C(Cl)Cl. The product is [Br:1][C:2]1[CH:7]=[CH:6][C:5]2[C:8]3[C:13]([C:14]4([CH2:15][CH2:16][N:17]([C:22]([O:24][CH3:25])=[O:23])[CH2:18][CH2:19]4)[C:4]=2[CH:3]=1)=[CH:12][C:11]([Br:20])=[CH:10][CH:9]=3. The yield is 0.887.